This data is from Forward reaction prediction with 1.9M reactions from USPTO patents (1976-2016). The task is: Predict the product of the given reaction. Given the reactants Cl[C:2]1[C:11]2=[N:12][N:13](CC3C=CC(OC)=CC=3)[CH:14]=[C:10]2[C:9]2[C:8]([O:24][CH3:25])=[CH:7][CH:6]=[CH:5][C:4]=2[N:3]=1.C(OC([N:33]1[C:38]2[CH:39]=[C:40]([NH2:43])[CH:41]=[CH:42][C:37]=2[O:36][CH2:35][CH2:34]1)=O)(C)(C)C.Cl, predict the reaction product. The product is: [O:36]1[C:37]2[CH:42]=[CH:41][C:40]([NH:43][C:2]3[C:11]4=[N:12][NH:13][CH:14]=[C:10]4[C:9]4[C:8]([O:24][CH3:25])=[CH:7][CH:6]=[CH:5][C:4]=4[N:3]=3)=[CH:39][C:38]=2[NH:33][CH2:34][CH2:35]1.